This data is from Peptide-MHC class II binding affinity with 134,281 pairs from IEDB. The task is: Regression. Given a peptide amino acid sequence and an MHC pseudo amino acid sequence, predict their binding affinity value. This is MHC class II binding data. (1) The peptide sequence is INEPTMAAIAYGLDR. The MHC is HLA-DQA10501-DQB10301 with pseudo-sequence HLA-DQA10501-DQB10301. The binding affinity (normalized) is 0.589. (2) The peptide sequence is QGEPGAVIRGKKGAG. The MHC is HLA-DQA10501-DQB10301 with pseudo-sequence HLA-DQA10501-DQB10301. The binding affinity (normalized) is 0.411. (3) The peptide sequence is SDYVYEPFPKRVWEQ. The MHC is DRB1_1501 with pseudo-sequence DRB1_1501. The binding affinity (normalized) is 0.424. (4) The peptide sequence is YDKFLASVSTVLTGK. The MHC is DRB1_0405 with pseudo-sequence DRB1_0405. The binding affinity (normalized) is 0.613. (5) The peptide sequence is IEGITLLNAKFFHMN. The MHC is HLA-DQA10101-DQB10501 with pseudo-sequence HLA-DQA10101-DQB10501. The binding affinity (normalized) is 0.393. (6) The peptide sequence is MGASYFAADRILPEL. The MHC is DRB1_0101 with pseudo-sequence DRB1_0101. The binding affinity (normalized) is 0.671. (7) The peptide sequence is YDKFLANVSDVLTGK. The MHC is DRB1_1302 with pseudo-sequence DRB1_1302. The binding affinity (normalized) is 0.671. (8) The peptide sequence is QLKVIIPSPKRPVKLF. The MHC is H-2-IAb with pseudo-sequence H-2-IAb. The binding affinity (normalized) is 0. (9) The peptide sequence is YDKFLANVSTVLKGK. The MHC is DRB1_1101 with pseudo-sequence DRB1_1101. The binding affinity (normalized) is 0.622.